From a dataset of Full USPTO retrosynthesis dataset with 1.9M reactions from patents (1976-2016). Predict the reactants needed to synthesize the given product. (1) Given the product [F:31][C:2]([F:1])([F:30])[C:3]1[N:7]2[N:8]=[C:9]([N:12]3[CH2:17][CH2:16][CH:15]([C:18]4[CH:29]=[CH:28][C:21]([O:22][CH2:23][C:24]([O:26][CH2:27][CH3:32])=[O:25])=[CH:20][CH:19]=4)[CH2:14][CH2:13]3)[CH2:10][CH2:11][C:6]2=[N:5][N:4]=1, predict the reactants needed to synthesize it. The reactants are: [F:1][C:2]([F:31])([F:30])[C:3]1[N:7]2[N:8]=[C:9]([N:12]3[CH2:17][CH2:16][CH:15]([C:18]4[CH:29]=[CH:28][C:21]([O:22][CH2:23][C:24]([O:26][CH3:27])=[O:25])=[CH:20][CH:19]=4)[CH2:14][CH2:13]3)[CH:10]=[CH:11][C:6]2=[N:5][N:4]=1.[CH:32]([O-])=O.[NH4+]. (2) The reactants are: [NH2:1][C:2]1[C:7]([C:8]([C:10]2[CH:11]=[N:12][C:13](F)=[CH:14][CH:15]=2)=[O:9])=[CH:6][C:5](Br)=[CH:4][N:3]=1.[Cl-].[NH4+].C([N:22](CC)CC)C.[CH3:27][O:28][C:29]1[CH:30]=[C:31](B(O)O)[CH:32]=[CH:33][C:34]=1[O:35][CH3:36].C(=O)([O-])[O-].[Na+].[Na+]. Given the product [NH2:1][C:2]1[C:7]([C:8]([C:10]2[CH:11]=[N:12][C:13]([NH2:22])=[CH:14][CH:15]=2)=[O:9])=[CH:6][C:5]([C:32]2[CH:31]=[CH:30][C:29]([O:28][CH3:27])=[C:34]([O:35][CH3:36])[CH:33]=2)=[CH:4][N:3]=1, predict the reactants needed to synthesize it. (3) The reactants are: NC1C=CC=CN=1.[I-].[NH2:9][N+:10]1[CH:15]=[CH:14][CH:13]=[CH:12][C:11]=1[NH2:16].[C:17]([C:21]1[CH:29]=[CH:28][C:24]([C:25](Cl)=O)=[CH:23][CH:22]=1)([CH3:20])([CH3:19])[CH3:18]. Given the product [C:17]([C:21]1[CH:22]=[CH:23][C:24]([C:25]2[N:16]=[C:11]3[CH:12]=[CH:13][CH:14]=[CH:15][N:10]3[N:9]=2)=[CH:28][CH:29]=1)([CH3:20])([CH3:19])[CH3:18], predict the reactants needed to synthesize it. (4) Given the product [Cl:15][C:6]1[CH:7]=[C:8]([C:13]#[N:14])[C:9]([O:11][CH3:12])=[CH:10][C:5]=1[CH2:4][CH2:3][OH:2], predict the reactants needed to synthesize it. The reactants are: C[O:2][C:3](=O)[CH2:4][C:5]1[CH:10]=[C:9]([O:11][CH3:12])[C:8]([C:13]#[N:14])=[CH:7][C:6]=1[Cl:15].[BH4-].[Li+]. (5) The reactants are: [H-].[Na+].C(=N/[OH:11])\C1C=CC=CC=1.[Cl:12][C:13]1[CH:18]=[CH:17][C:16]([C:19]2([C:32](OCC)=[O:33])[CH2:24][CH2:23][N:22]([C:25]([O:27][C:28]([CH3:31])([CH3:30])[CH3:29])=[O:26])[CH2:21][CH2:20]2)=[C:15]([C:37]#[C:38][C:39](OCC)=[O:40])[CH:14]=1.Cl.[CH3:45][O:46][C:47](=[O:50])[CH2:48][NH2:49].CCN(C(C)C)C(C)C. Given the product [Cl:12][C:13]1[CH:14]=[C:15]2[C:16](=[CH:17][CH:18]=1)[C:19]1([CH2:20][CH2:21][N:22]([C:25]([O:27][C:28]([CH3:31])([CH3:30])[CH3:29])=[O:26])[CH2:23][CH2:24]1)[C:32](=[O:33])[C:38]([C:39]([NH:49][CH2:48][C:47]([O:46][CH3:45])=[O:50])=[O:40])=[C:37]2[OH:11], predict the reactants needed to synthesize it.